This data is from Reaction yield outcomes from USPTO patents with 853,638 reactions. The task is: Predict the reaction yield, written as a fraction of the theoretical maximum amount of product (1.0 means a 100% yield; for example, 0.34 means a 34% yield). (1) The reactants are [O:1]1[CH2:28][CH:2]1[CH2:3][O:4][C:5]1[CH:14]=[C:13]2[C:8]([C:9]([O:15][C:16]3[CH:17]=[C:18]4[C:22](=[CH:23][CH:24]=3)[NH:21][C:20]([CH3:25])=[CH:19]4)=[N:10][CH:11]=[N:12]2)=[CH:7][C:6]=1[O:26][CH3:27].[CH:29]([NH2:32])([CH3:31])[CH3:30]. The catalyst is CN(C=O)C. The product is [OH:1][CH:2]([CH2:28][NH:32][CH:29]([CH3:31])[CH3:30])[CH2:3][O:4][C:5]1[CH:14]=[C:13]2[C:8]([C:9]([O:15][C:16]3[CH:17]=[C:18]4[C:22](=[CH:23][CH:24]=3)[NH:21][C:20]([CH3:25])=[CH:19]4)=[N:10][CH:11]=[N:12]2)=[CH:7][C:6]=1[O:26][CH3:27]. The yield is 0.160. (2) The reactants are [NH:1]1[C:9]2[C:4](=[CH:5][CH:6]=[CH:7][CH:8]=2)[C:3](/[CH:10]=[C:11]2\[O:12][C:13]3[C:20]([CH2:21][N:22]4[CH2:27][CH2:26][N:25](C(OC(C)(C)C)=O)[CH2:24][CH2:23]4)=[C:19]([O:35][CH2:36][CH3:37])[CH:18]=[CH:17][C:14]=3[C:15]\2=[O:16])=[CH:2]1.Cl. The catalyst is C(Cl)Cl.O1CCOCC1. The product is [NH:1]1[C:9]2[C:4](=[CH:5][CH:6]=[CH:7][CH:8]=2)[C:3](/[CH:10]=[C:11]2\[O:12][C:13]3[C:20]([CH2:21][N:22]4[CH2:23][CH2:24][NH:25][CH2:26][CH2:27]4)=[C:19]([O:35][CH2:36][CH3:37])[CH:18]=[CH:17][C:14]=3[C:15]\2=[O:16])=[CH:2]1. The yield is 0.770. (3) The reactants are [Br:1][C:2]1[CH:3]=[CH:4][C:5]2[O:10][C@@:9]([CH3:16])([CH:11]([O:14][CH3:15])[O:12][CH3:13])[C@@H:8]3[O:17][C@@H:7]3[C:6]=2[CH:18]=1.[Cl:19][C:20]1[CH:25]=[CH:24][C:23]([NH:26][CH2:27][C:28]2[N:29]=[N:30][N:31]([CH3:33])[N:32]=2)=[CH:22][CH:21]=1. No catalyst specified. The product is [Br:1][C:2]1[CH:3]=[CH:4][C:5]2[O:10][C@@:9]([CH3:16])([CH:11]([O:14][CH3:15])[O:12][CH3:13])[C@H:8]([OH:17])[C@@H:7]([N:26]([C:23]3[CH:24]=[CH:25][C:20]([Cl:19])=[CH:21][CH:22]=3)[CH2:27][C:28]3[N:29]=[N:30][N:31]([CH3:33])[N:32]=3)[C:6]=2[CH:18]=1. The yield is 0.410. (4) The reactants are [CH3:1][N:2]([CH3:7])[C@@H:3]([CH3:6])[CH2:4][OH:5].[Cl:8][C:9]1[CH:10]=[C:11]([NH:22][C:23]2[C:32]3[C:27](=[CH:28][CH:29]=[CH:30][C:31]=3F)[N:26]=[CH:25][N:24]=2)[CH:12]=[CH:13][C:14]=1[S:15][C:16]1[N:17]([CH3:21])[CH:18]=[CH:19][N:20]=1. No catalyst specified. The product is [Cl:8][C:9]1[CH:10]=[C:11]([NH:22][C:23]2[C:32]3[C:27](=[CH:28][CH:29]=[CH:30][C:31]=3[O:5][CH2:4][C@@H:3]([N:2]([CH3:7])[CH3:1])[CH3:6])[N:26]=[CH:25][N:24]=2)[CH:12]=[CH:13][C:14]=1[S:15][C:16]1[N:17]([CH3:21])[CH:18]=[CH:19][N:20]=1. The yield is 0.360. (5) The reactants are [C:1]([C:5]1[CH:10]=[CH:9][CH:8]=[CH:7][C:6]=1[OH:11])([CH3:4])([CH3:3])[CH3:2].[Br-:12].[Br-].[Br-].C([N+](CCCC)(CCCC)CCCC)CCC.C([N+](CCCC)(CCCC)CCCC)CCC.C([N+](CCCC)(CCCC)CCCC)CCC. The catalyst is C(Cl)Cl.O. The product is [Br:12][C:9]1[CH:8]=[CH:7][C:6]([OH:11])=[C:5]([C:1]([CH3:4])([CH3:2])[CH3:3])[CH:10]=1. The yield is 0.890. (6) The reactants are [CH2:1]([O:3][C:4](=[O:21])[NH:5][C@@H:6]([C:11]1[CH:16]=[CH:15][CH:14]=[C:13]([C:17]([F:20])([F:19])[F:18])[CH:12]=1)[CH2:7][N:8]=[N+]=[N-])[CH3:2]. The catalyst is CCO.[Pd]. The product is [CH2:1]([O:3][C:4](=[O:21])[NH:5][C@@H:6]([C:11]1[CH:16]=[CH:15][CH:14]=[C:13]([C:17]([F:19])([F:18])[F:20])[CH:12]=1)[CH2:7][NH2:8])[CH3:2]. The yield is 0.950.